From a dataset of Full USPTO retrosynthesis dataset with 1.9M reactions from patents (1976-2016). Predict the reactants needed to synthesize the given product. (1) Given the product [CH3:37][Si:36]([CH3:38])([CH:24]1[C:9]2[C:27](=[C:13]([C:16]3[CH:21]=[CH:20][CH:19]=[CH:18][CH:17]=3)[C:12]([CH3:22])=[C:11]([CH3:23])[CH:10]=2)[CH:26]=[C:25]1[C:5]1[O:6][C:33]([CH3:34])=[CH:3][CH:4]=1)[CH:8]1[C:9]2[C:14](=[C:13]([C:16]3[CH:21]=[CH:20][CH:19]=[CH:18][CH:17]=3)[C:12]([CH3:22])=[C:11]([CH3:23])[CH:10]=2)[CH:15]=[C:7]1[C:5]1[O:6][C:2]([CH3:1])=[CH:3][CH:4]=1, predict the reactants needed to synthesize it. The reactants are: [CH3:1][C:2]1[O:6][C:5]([C:7]2[CH2:8][C:9]3[C:14]([CH:15]=2)=[C:13]([C:16]2[CH:21]=[CH:20][CH:19]=[CH:18][CH:17]=2)[C:12]([CH3:22])=[C:11]([CH3:23])[CH:10]=3)=[CH:4][CH:3]=1.[CH2:24]([Li])[CH2:25][CH2:26][CH3:27].CN1[CH:34]=[CH:33]N=C1.Cl[Si:36](Cl)([CH3:38])[CH3:37]. (2) Given the product [OH:72][C@@H:67]1[CH2:68][CH2:69][CH2:70][CH2:71][C@H:66]1[NH:65][C:10]([C:3]1[C:4]2=[N:5][CH:6]=[CH:7][CH:8]=[C:9]2[NH:1][CH:2]=1)=[O:12], predict the reactants needed to synthesize it. The reactants are: [NH:1]1[C:9]2[C:4](=[N:5][CH:6]=[CH:7][CH:8]=2)[C:3]([C:10]([OH:12])=O)=[CH:2]1.F[P-](F)(F)(F)(F)F.N1(O[P+](N(C)C)(N(C)C)N(C)C)C2C=CC=CC=2N=N1.CN(C(ON1N=NC2C=CC=NC1=2)=[N+](C)C)C.F[P-](F)(F)(F)(F)F.Cl.[NH2:65][C@@H:66]1[CH2:71][CH2:70][CH2:69][CH2:68][C@H:67]1[OH:72]. (3) The reactants are: [OH:1][C:2]1[CH:7]=[CH:6][C:5]([CH2:8][C:9]([O:11][CH3:12])=[O:10])=[CH:4][C:3]=1[N+:13]([O-:15])=[O:14].C([O-])([O-])=O.[K+].[K+].Br[CH2:23][CH:24]1[CH2:26][CH2:25]1. Given the product [CH:24]1([CH2:23][O:1][C:2]2[CH:7]=[CH:6][C:5]([CH2:8][C:9]([O:11][CH3:12])=[O:10])=[CH:4][C:3]=2[N+:13]([O-:15])=[O:14])[CH2:26][CH2:25]1, predict the reactants needed to synthesize it. (4) Given the product [CH2:22]([N:1]1[C:9]2[C:4](=[CH:5][CH:6]=[CH:7][CH:8]=2)[C:3]2([C:13]3=[CH:14][C:15]4[O:19][CH2:18][O:17][C:16]=4[CH:20]=[C:12]3[O:11][CH2:10]2)[C:2]1=[O:21])[CH2:23][CH2:24][CH3:43], predict the reactants needed to synthesize it. The reactants are: [NH:1]1[C:9]2[C:4](=[CH:5][CH:6]=[CH:7][CH:8]=2)[C:3]2([C:13]3=[CH:14][C:15]4[O:19][CH2:18][O:17][C:16]=4[CH:20]=[C:12]3[O:11][CH2:10]2)[C:2]1=[O:21].[CH3:22][C:23]1(C)COC2=CC3O[CH2:22][C:23]4(C=3[CH:43]=[C:24]12)[C:24]1C(=CC=C[CH:43]=1)NC4=O.BrCCCC.BrCC1OC(C(F)(F)F)=CC=1. (5) Given the product [NH2:21][CH2:20][C:16]1[CH:15]=[C:14]([CH2:13][C:12]2[CH:11]=[CH:10][C:9]([NH:8][C:6]3[CH:5]=[C:4]([C:24]4[CH:25]=[CH:26][CH:27]=[CH:28][CH:29]=4)[N:3]=[C:2]([NH2:1])[N:7]=3)=[CH:23][CH:22]=2)[CH:19]=[CH:18][N:17]=1, predict the reactants needed to synthesize it. The reactants are: [NH2:1][C:2]1[N:7]=[C:6]([NH:8][C:9]2[CH:23]=[CH:22][C:12]([CH2:13][C:14]3[CH:19]=[CH:18][N:17]=[C:16]([C:20]#[N:21])[CH:15]=3)=[CH:11][CH:10]=2)[CH:5]=[C:4]([C:24]2[CH:29]=[CH:28][CH:27]=[CH:26][CH:25]=2)[N:3]=1.